Task: Predict which catalyst facilitates the given reaction.. Dataset: Catalyst prediction with 721,799 reactions and 888 catalyst types from USPTO (1) Reactant: [BH4-].[Li+].[CH2:3]([O:10][C:11]1[C:16]([CH2:17][N:18]2[CH2:27][CH2:26][C:25]3[C:20](=[C:21]([Cl:39])[C:22]([C@@H:29]([CH:34]4[CH2:38][CH2:37][CH2:36][O:35]4)[C:30](OC)=[O:31])=[CH:23][C:24]=3[Cl:28])[C:19]2=[O:40])=[C:15]([CH3:41])[CH:14]=[C:13]([CH3:42])[N:12]=1)[C:4]1[CH:9]=[CH:8][CH:7]=[CH:6][CH:5]=1. Product: [CH2:3]([O:10][C:11]1[C:16]([CH2:17][N:18]2[CH2:27][CH2:26][C:25]3[C:20](=[C:21]([Cl:39])[C:22]([C@@H:29]([CH:34]4[CH2:38][CH2:37][CH2:36][O:35]4)[CH2:30][OH:31])=[CH:23][C:24]=3[Cl:28])[C:19]2=[O:40])=[C:15]([CH3:41])[CH:14]=[C:13]([CH3:42])[N:12]=1)[C:4]1[CH:5]=[CH:6][CH:7]=[CH:8][CH:9]=1. The catalyst class is: 83. (2) Reactant: [CH3:1][C:2]1[N:7]=[C:6]([C:8]2[CH:13]=[CH:12][CH:11]=[CH:10][C:9]=2[O:14]CC2C=CC=CC=2)[N:5]([CH2:22][CH2:23][C:24]2[CH:29]=[CH:28][CH:27]=[CH:26][CH:25]=2)[C:4](=[O:30])[C:3]=1[C:31]1[S:35][C:34]([CH3:36])=[N:33][CH:32]=1.N#N. Product: [OH:14][C:9]1[CH:10]=[CH:11][CH:12]=[CH:13][C:8]=1[C:6]1[N:5]([CH2:22][CH2:23][C:24]2[CH:29]=[CH:28][CH:27]=[CH:26][CH:25]=2)[C:4](=[O:30])[C:3]([C:31]2[S:35][C:34]([CH3:36])=[N:33][CH:32]=2)=[C:2]([CH3:1])[N:7]=1. The catalyst class is: 29.